Dataset: Full USPTO retrosynthesis dataset with 1.9M reactions from patents (1976-2016). Task: Predict the reactants needed to synthesize the given product. (1) Given the product [F:21][C:20]([F:23])([F:22])[S:17]([O:1][CH2:2][C@H:3]1[CH2:4][CH2:5][C:6](=[O:8])[O:7]1)(=[O:19])=[O:18], predict the reactants needed to synthesize it. The reactants are: [OH:1][CH2:2][C@@H:3]1[O:7][C:6](=[O:8])[CH2:5][CH2:4]1.CC1C=CC=C(C)N=1.[S:17](O[S:17]([C:20]([F:23])([F:22])[F:21])(=[O:19])=[O:18])([C:20]([F:23])([F:22])[F:21])(=[O:19])=[O:18].OS([O-])(=O)=O.[K+]. (2) The reactants are: [OH:1][C:2]([CH2:4][C:5]1[C:6](=[O:17])[CH2:7][C@@H:8]([O:10][CH:11]2[CH2:16][CH2:15][CH2:14][CH2:13][O:12]2)[CH:9]=1)=[O:3].[CH:18]1[C:27]2[C:22](=[CH:23][CH:24]=[CH:25][CH:26]=2)[CH:21]=[CH:20][C:19]=1O.C1(N=C=NC2CCCCC2)CCCCC1. Given the product [CH:26]1[C:27]2[C:22](=[CH:21][CH:20]=[CH:19][CH:18]=2)[CH:23]=[CH:24][C:25]=1[O:3][C:2]([CH2:4][C:5]1[C:6](=[O:17])[CH2:7][C@@H:8]([O:10][CH:11]2[CH2:16][CH2:15][CH2:14][CH2:13][O:12]2)[CH:9]=1)=[O:1], predict the reactants needed to synthesize it. (3) Given the product [Br-:12].[O:1]([CH2:8][CH2:9][CH2:10][CH2:11][P+:19]([C:20]1[CH:21]=[CH:22][CH:23]=[CH:24][CH:25]=1)([C:26]1[CH:31]=[CH:30][CH:29]=[CH:28][CH:27]=1)[C:13]1[CH:14]=[CH:15][CH:16]=[CH:17][CH:18]=1)[C:2]1[CH:7]=[CH:6][CH:5]=[CH:4][CH:3]=1, predict the reactants needed to synthesize it. The reactants are: [O:1]([CH2:8][CH2:9][CH2:10][CH2:11][Br:12])[C:2]1[CH:7]=[CH:6][CH:5]=[CH:4][CH:3]=1.[C:13]1([P:19]([C:26]2[CH:31]=[CH:30][CH:29]=[CH:28][CH:27]=2)[C:20]2[CH:25]=[CH:24][CH:23]=[CH:22][CH:21]=2)[CH:18]=[CH:17][CH:16]=[CH:15][CH:14]=1. (4) Given the product [CH3:12][C:5]1[C:4]2[C:8](=[C:9]([CH3:11])[CH:10]=[C:2]([C:13]([OH:15])=[O:14])[CH:3]=2)[NH:7][CH:6]=1, predict the reactants needed to synthesize it. The reactants are: Br[C:2]1[CH:3]=[C:4]2[C:8](=[C:9]([CH3:11])[CH:10]=1)[NH:7][CH:6]=[C:5]2[CH3:12].[C:13](=O)([O-:15])[O-:14].[Na+].[Na+]. (5) Given the product [CH3:1][O:2][C:3]([C:4]1[NH:22][C:7]2[C:6]([CH:5]=1)=[CH:11][C:10]([O:12][CH2:13][C:14]1[CH:19]=[CH:18][CH:17]=[CH:16][CH:15]=1)=[C:9]([CH3:20])[CH:8]=2)=[O:33], predict the reactants needed to synthesize it. The reactants are: [CH3:1][O:2][C:3](=[O:33])/[C:4](/[NH:22]C(OCC1C=CC=CC=1)=O)=[CH:5]/[C:6]1[CH:11]=[C:10]([O:12][CH2:13][C:14]2[CH:19]=[CH:18][CH:17]=[CH:16][CH:15]=2)[C:9]([CH3:20])=[CH:8][C:7]=1Br.C([O-])(=O)C.[Cs+].N. (6) The reactants are: C1(C2N=C([C:9]([NH2:11])=[NH:10])SC=2)CC1.Br[C:13]1[S:14][CH:15]=[C:16]([C:18]([F:21])([F:20])[F:19])[N:17]=1.BrCC(C1CC1)=O. Given the product [F:19][C:18]([F:21])([F:20])[C:16]1[N:17]=[C:13]([C:9]([NH2:11])=[NH:10])[S:14][CH:15]=1, predict the reactants needed to synthesize it. (7) Given the product [OH:6][CH2:7][CH2:8][C@@H:9]([NH:15][C:16](=[O:22])[O:17][C:18]([CH3:21])([CH3:20])[CH3:19])[CH:10]=[CH2:11], predict the reactants needed to synthesize it. The reactants are: C([O-])(=O)C.[Na+].[OH:6][CH2:7][CH2:8][C@@H:9]([NH:15][C:16](=[O:22])[O:17][C:18]([CH3:21])([CH3:20])[CH3:19])[CH2:10][CH2:11]S(C)=O. (8) Given the product [Cl:1][C:2]1[CH:3]=[C:4]([C:9](=[O:11])[CH2:10][C:12]([O:13][CH3:14])=[O:15])[CH:5]=[C:6]([Cl:8])[CH:7]=1, predict the reactants needed to synthesize it. The reactants are: [Cl:1][C:2]1[CH:3]=[C:4]([C:9](=[O:11])[CH3:10])[CH:5]=[C:6]([Cl:8])[CH:7]=1.[C:12](=O)([O:15]C)[O:13][CH3:14]. (9) Given the product [Cl:19][C:17]1[CH:16]=[CH:15][C:14]([NH:20][C:21](=[O:27])[O:22][C:23]([CH3:25])([CH3:26])[CH3:24])=[C:13]([O:12][CH2:11][CH2:10][CH2:9][OH:8])[CH:18]=1, predict the reactants needed to synthesize it. The reactants are: C([O:8][CH2:9][CH2:10][CH2:11][O:12][C:13]1[CH:18]=[C:17]([Cl:19])[CH:16]=[CH:15][C:14]=1[NH:20][C:21](=[O:27])[O:22][C:23]([CH3:26])([CH3:25])[CH3:24])C1C=CC=CC=1.[H][H].